This data is from Full USPTO retrosynthesis dataset with 1.9M reactions from patents (1976-2016). The task is: Predict the reactants needed to synthesize the given product. (1) Given the product [CH:6]1([CH3:13])[CH2:7][CH2:8][CH:9]([CH:10]([CH3:11])[CH3:12])[CH:4]([OH:3])[CH2:5]1, predict the reactants needed to synthesize it. The reactants are: C([O:3][CH:4]1[CH:9]([CH:10]([CH3:12])[CH3:11])[CH2:8][CH2:7][CH:6]([CH3:13])[CH2:5]1)=C. (2) Given the product [CH:15]1([C:5]2[C:4]([C:1]3[NH:22][CH:24]=[N:27][N:2]=3)=[CH:13][C:8]([C:9]([O:11][CH3:12])=[O:10])=[C:7]([CH3:14])[CH:6]=2)[CH2:18][CH2:17][CH2:16]1, predict the reactants needed to synthesize it. The reactants are: [C:1]([C:4]1[C:5]([CH:15]2[CH2:18][CH2:17][CH2:16]2)=[CH:6][C:7]([CH3:14])=[C:8]([CH:13]=1)[C:9]([O:11][CH3:12])=[O:10])(=O)[NH2:2].COC(OC)[N:22]([CH3:24])C.[NH2:27]N. (3) Given the product [CH3:17][C:18]1[N:22]([CH2:23][C:24]([N:26]2[CH2:31][CH2:30][CH:29]([C:32]3[S:34][C:2]4[CH2:7][CH2:6][N:5]([CH2:8][C:9]5[CH:14]=[CH:13][CH:12]=[CH:11][CH:10]=5)[C:4](=[O:15])[C:3]=4[N:33]=3)[CH2:28][CH2:27]2)=[O:25])[N:21]=[C:20]([C:35]([F:38])([F:36])[F:37])[CH:19]=1, predict the reactants needed to synthesize it. The reactants are: Br[C:2]1[CH2:7][CH2:6][N:5]([CH2:8][C:9]2[CH:14]=[CH:13][CH:12]=[CH:11][CH:10]=2)[C:4](=[O:15])[C:3]=1O.[CH3:17][C:18]1[N:22]([CH2:23][C:24]([N:26]2[CH2:31][CH2:30][CH:29]([C:32](=[S:34])[NH2:33])[CH2:28][CH2:27]2)=[O:25])[N:21]=[C:20]([C:35]([F:38])([F:37])[F:36])[CH:19]=1. (4) The reactants are: [NH:1]1[C:5]2[CH:6]=[CH:7][CH:8]=[CH:9][C:4]=2[N:3]=[C:2]1[NH2:10].Cl[C:12]1[C:21]2=[N:22][N:23](CC3C=CC(OC)=CC=3)[CH:24]=[C:20]2[C:19]2[CH:18]=[C:17]([O:34][CH3:35])[CH:16]=[CH:15][C:14]=2[N:13]=1. Given the product [NH:1]1[C:5]2[CH:6]=[CH:7][CH:8]=[CH:9][C:4]=2[N:3]=[C:2]1[NH:10][C:12]1[C:21]2=[N:22][NH:23][CH:24]=[C:20]2[C:19]2[CH:18]=[C:17]([O:34][CH3:35])[CH:16]=[CH:15][C:14]=2[N:13]=1, predict the reactants needed to synthesize it.